From a dataset of Experimentally validated miRNA-target interactions with 360,000+ pairs, plus equal number of negative samples. Binary Classification. Given a miRNA mature sequence and a target amino acid sequence, predict their likelihood of interaction. (1) The miRNA is hsa-miR-342-5p with sequence AGGGGUGCUAUCUGUGAUUGA. The protein sequence of the target gene is MNQPQRMAPVGTDKELSDLLDFSMMFPLPVTNGKGRPASLAGAQFGGSGLEDRPSSGSWGSGDQSSSSFDPSRTFSEGTHFTESHSSLSSSTFLGPGLGGKSGERGAYASFGRDAGVGGLTQAGFLSGELALNSPGPLSPSGMKGTSQYYPSYSGSSRRRAADGSLDTQPKKVRKVPPGLPSSVYPPSSGEDYGRDATAYPSAKTPSSTYPAPFYVADGSLHPSAELWSPPGQAGFGPMLGGGSSPLPLPPGSGPVGSSGSSSTFGGLHQHERMGYQLHGAEVNGGLPSASSFSSAPGAT.... Result: 1 (interaction). (2) The miRNA is mmu-miR-495-3p with sequence AAACAAACAUGGUGCACUUCUU. The protein sequence of the target gene is MSGRPRTTSFAESCKPVQQPSAFGSMKVSRDKDGSKVTTVVATPGQGPDRPQEVSYTDTKVIGNGSFGVVYQAKLCDSGELVAIKKVLQDKRFKNRELQIMRKLDHCNIVRLRYFFYSSGEKKDEVYLNLVLDYVPETVYRVARHYSRAKQTLPVIYVKLYMYQLFRSLAYIHSFGICHRDIKPQNLLLDPDTAVLKLCDFGSAKQLVRGEPNVSYICSRYYRAPELIFGATDYTSSIDVWSAGCVLAELLLGQPIFPGDSGVDQLVEIIKVLGTPTREQIREMNPNYTEFKFPQIKAHP.... Result: 1 (interaction). (3) The miRNA is hsa-miR-188-3p with sequence CUCCCACAUGCAGGGUUUGCA. The protein sequence of the target gene is MAQVSINSDYSEWASSTDAGERARLLQSPCVDVVPKSEGEASPGDPDSGTTSTLGAVFIVVNACLGAGLLNFPAAFSTAGGVAAGIALQMGMLVFIISGLVILAYCSQASNERTYQEVVWAVCGKLTGVLCEVAIAVYTFGTCIAFLIIIGDQQDKIIAVMSKEPDGASGSPWYTDRKFTISLTAFLFILPLSIPKEIGFQKYASFLSVVGTWYVTAIIIIKYIWPDKEMRPGDILTRPASWMAVFNAMPTICFGFQCHVSSVPVFNSMRQPEVKTWGGVVTAAMVIALAVYMGTGICGF.... Result: 0 (no interaction). (4) The miRNA is mmu-miR-7068-3p with sequence UCACCCUGGACUGACUCUCAG. The protein sequence of the target gene is MHLLLVQLLVLLPLGKADLCVDGCQSQGSLSFPLLERGRRDLHVANHEEAEDKPDLFVAVPHLMGTSLAGEGQRQRGKMLSRLGRFWKKPETEFYPPRDVESDHVSSGMQAVTQPADGRKVERSPLQEEAKRFWHRFMFRKGPAFQGVILPIKSHEVHWETCRTVPFNQTIAHEDCQKVVVQNNLCFGKCSSIRFPGEGADAHSFCSHCSPTKFTTVHLMLNCTSPTPVVKMVMQVEECQCMVKTERGEERLLLAGSQGSFIPGLPASKTNP. Result: 0 (no interaction). (5) The miRNA is mmu-miR-499-3p with sequence GAACAUCACAGCAAGUCUGUGCU. The protein sequence of the target gene is MKGMSHEPKSPSIGMLSTATRTTATVNPLTPSPLNGALVPTGSPATSSTLSAQAAPSSSFAAALRKLAKQAEEPRGSSLSSESSPVSSPATNHSSPASTPKRVPMGPIIVPPGGHSVPSTPPVVTIAPTKTVNGVWRSESRQDSGSRGSSSGRERLLVEPPLAQEKAAGPAIPSHLLSTPYPFGLSPGSVVQDSRFQPLNLQRPVHHVVPPSTVTEDYLRSFRPYHTAEDLRMSSLPPLGLDPATAAAYYHPSYLAPHPFPHPAFRMDDSYCLSALRSPFYPIPTPGSLPPLHPSAMHLH.... Result: 0 (no interaction). (6) The miRNA is hsa-miR-548am-3p with sequence CAAAAACUGCAGUUACUUUUGU. The protein sequence of the target gene is MDHEAAQLEKQHVHNVYESTAPYFSDLQSKAWPRVRQFLQEQKPGSLIADIGCGTGKYLKVNSQVHTVGCDYCGPLVEIARNRGCEAMVCDNLNLPFRDEGFDAIISIGVIHHFSTKQRRIRAIKEMARVLVPGGQLMIYVWAMEQKNRHFEKQDVLVPWNRALCSQLFSESSQSGRKRQCGYPERGHPYHPPCSECSCSVCFKEQCGSKRSHSVGYEPAMARTCFANISKEGEEEYGFYSTLGKSFRSWFFSRSLDESTLRKQIERVRPLKNTEVWASSTVTVQPSRHSSLDFDHQEPF.... Result: 1 (interaction). (7) The miRNA is dme-miR-9a-5p with sequence UCUUUGGUUAUCUAGCUGUAUGA. The protein sequence of the target gene is MQRSRAGADEAALLLAGLALRELEPGCGSPGRGRRGPRPGPGDEAAPALGRRGKGSGGPEAGADGLSRGERGPRRAAVPELSAQPAGSPRASLAGSDGGGGGGSARSSGISLGYDQRHGSPRSGRSDPRPGPGPPSVGSARSSVSSLGSRGSAGAYADFLPPGACPAPARSPEPAGPAPFPLPALPLPPGREGGPSAAERRLEALTRELERALEARTARDYFGICIKCGLGIYGAQQACQAMGSLYHTDCFTCDSCGRRLRGKAFYNVGEKVYCQEDFLYSGFQQTADKCSVCGHLIMEM.... Result: 0 (no interaction). (8) The protein sequence of the target gene is MSRRYDSRTTIFSPEGRLYQVEYAMEAIGHAGTCLGILANDGVLLAAERRNIHKLLDEVFFSEKIYKLNEDMACSVAGITSDANVLTNELRLIAQRYLLQYQEPIPCEQLVTALCDIKQAYTQFGGKRPFGVSLLYIGWDKHYGFQLYQSDPSGNYGGWKATCIGNNSAAAVSMLKQDYKEGEMTLKSALALAVKVLNKTMDVSKLSAEKVEIATLTRESGKTVIRVLKQKEVEQLIKKHEEEEAKAEREKKEKEQREKDK. Result: 0 (no interaction). The miRNA is hsa-miR-548av-5p with sequence AAAAGUACUUGCGGAUUU. (9) The miRNA is cel-miR-78 with sequence UGGAGGCCUGGUUGUUUGUGC. The protein sequence of the target gene is MKKEVCSVAFLKAVFAEFLATLIFVFFGLGSALKWPSALPTILQIALAFGLAIGTLAQALGPVSGGHINPAITLALLVGNQISLLRAFFYVAAQLVGAIAGAGILYGVAPLNARGNLAVNALNNNTTQGQAMVVELILTFQLALCIFASTDSRRTSPVGSPALSIGLSVTLGHLVGIYFTGCSMNPARSFGPAVVMNRFSPAHWVFWVGPIVGAVLAAILYFYLLFPNSLSLSERVAIIKGTYEPDEDWEEQREERKKTMELTTR. Result: 0 (no interaction). (10) Result: 1 (interaction). The protein sequence of the target gene is MLQLRDSVDSAGTSPTAVLAAGEEVGAGGGPGGGRPGAGTPLRQTLWPLSIHDPTRRARVKEYFVFRPGSIEQAVEEIRVVVRPVEDGEIQGVWLLTEVDHWNNEKERLVLVTEQSLLICKYDFISLQCQQVVRIALNAVDTISYGEFQFPPKSLNKREGFGIRIQWDKQSRPSFINRWNPWSTNVPYATFTEHPMAGADEKTASLCQLESFKALLIQAVKKAQKESPLPGQANGVLILERPLLIETYVGLMSFINNEAKLGYSMTRGKIGF. The miRNA is hsa-miR-3065-5p with sequence UCAACAAAAUCACUGAUGCUGGA.